From a dataset of Reaction yield outcomes from USPTO patents with 853,638 reactions. Predict the reaction yield, written as a fraction of the theoretical maximum amount of product (1.0 means a 100% yield; for example, 0.34 means a 34% yield). (1) The reactants are [CH3:1][O:2][CH2:3][N:4]1[C:12]2[C:7](=[C:8]([CH3:22])[CH:9]=[CH:10][C:11]=2[NH:13][S:14]([C:17]2[S:18][CH:19]=[CH:20][CH:21]=2)(=[O:16])=[O:15])[CH:6]=[C:5]1[C:23]([O:25][CH2:26][CH3:27])=[O:24].CI.[C:30](=O)([O-])[O-].[K+].[K+]. The catalyst is CN(C)C=O. The product is [CH3:1][O:2][CH2:3][N:4]1[C:12]2[C:7](=[C:8]([CH3:22])[CH:9]=[CH:10][C:11]=2[N:13]([CH3:30])[S:14]([C:17]2[S:18][CH:19]=[CH:20][CH:21]=2)(=[O:16])=[O:15])[CH:6]=[C:5]1[C:23]([O:25][CH2:26][CH3:27])=[O:24]. The yield is 0.850. (2) The reactants are FC(F)(F)S(O[C:7]1[C:16]2[C:11](=[CH:12][CH:13]=[C:14]([C:17]([O:19][CH2:20][CH2:21][Si:22]([CH3:25])([CH3:24])[CH3:23])=[O:18])[CH:15]=2)[CH:10]=[N:9][CH:8]=1)(=O)=O.[CH:28]([C:30]1[CH:35]=[CH:34][C:33](OB(O)O)=[CH:32][CH:31]=1)=[O:29]. No catalyst specified. The product is [CH:28]([C:30]1[CH:35]=[CH:34][C:33]([C:7]2[C:16]3[C:11](=[CH:12][CH:13]=[C:14]([C:17]([O:19][CH2:20][CH2:21][Si:22]([CH3:25])([CH3:24])[CH3:23])=[O:18])[CH:15]=3)[CH:10]=[N:9][CH:8]=2)=[CH:32][CH:31]=1)=[O:29]. The yield is 0.790. (3) The reactants are [F:1][C:2]1[CH:3]=[C:4]([CH:23]=[CH:24][CH:25]=1)[CH2:5][O:6][C:7]1[CH:12]=[CH:11][C:10]([CH2:13][CH2:14][NH:15][CH2:16][C:17]([NH:19][CH3:20])=[O:18])=[CH:9][C:8]=1[O:21][CH3:22].[CH3:26][CH:27]([CH3:30])[CH:28]=O.[Cl:31]CCl.C(O)(=O)C. The catalyst is CO. The product is [ClH:31].[F:1][C:2]1[CH:3]=[C:4]([CH:23]=[CH:24][CH:25]=1)[CH2:5][O:6][C:7]1[CH:12]=[CH:11][C:10]([CH2:13][CH2:14][N:15]([CH2:26][CH:27]([CH3:30])[CH3:28])[CH2:16][C:17]([NH:19][CH3:20])=[O:18])=[CH:9][C:8]=1[O:21][CH3:22]. The yield is 0.770. (4) The reactants are [Cl-].O[NH3+:3].[C:4](=[O:7])([O-])[OH:5].[Na+].CS(C)=O.[CH2:13]([C:17]1[N:18]([CH2:32][C:33]2[CH:38]=[CH:37][C:36]([C:39]3[C:40]([C:45]#[N:46])=[CH:41][CH:42]=[CH:43][CH:44]=3)=[CH:35][CH:34]=2)[C:19](=[O:31])[C:20]([CH2:24][CH:25]([OH:30])[C:26]([CH3:29])([CH3:28])[CH3:27])=[C:21]([CH3:23])[N:22]=1)[CH2:14][CH2:15][CH3:16]. The catalyst is O.C(OCC)(=O)C. The product is [CH2:13]([C:17]1[N:18]([CH2:32][C:33]2[CH:34]=[CH:35][C:36]([C:39]3[CH:44]=[CH:43][CH:42]=[CH:41][C:40]=3[C:45]3[NH:3][C:4](=[O:7])[O:5][N:46]=3)=[CH:37][CH:38]=2)[C:19](=[O:31])[C:20]([CH2:24][CH:25]([OH:30])[C:26]([CH3:28])([CH3:29])[CH3:27])=[C:21]([CH3:23])[N:22]=1)[CH2:14][CH2:15][CH3:16]. The yield is 0.370. (5) The reactants are [Br:1][C:2]1[N:7]=[CH:6][C:5]([CH:8]([OH:10])[CH3:9])=[CH:4][CH:3]=1.[O:11]1[CH:16]=[CH:15][CH2:14][CH2:13][CH2:12]1. The catalyst is ClCCl.O.C1(C)C=CC(S(O)(=O)=O)=CC=1. The product is [Br:1][C:2]1[CH:3]=[CH:4][C:5]([CH:8]([O:10][CH:12]2[CH2:13][CH2:14][CH2:15][CH2:16][O:11]2)[CH3:9])=[CH:6][N:7]=1. The yield is 0.970.